Predict which catalyst facilitates the given reaction. From a dataset of Catalyst prediction with 721,799 reactions and 888 catalyst types from USPTO. Reactant: [NH2:1][CH2:2][C:3]1[CH:4]=[C:5]([CH:9]2[CH2:14][CH2:13][N:12]([C:15]([O:17][C:18]([CH3:21])([CH3:20])[CH3:19])=[O:16])[CH2:11][CH2:10]2)[CH:6]=[CH:7][CH:8]=1.C([O-])(O)=O.[Na+].[CH:27]1[CH:32]=[CH:31][C:30]([CH2:33][O:34][C:35](Cl)=[O:36])=[CH:29][CH:28]=1. Product: [CH2:33]([O:34][C:35]([NH:1][CH2:2][C:3]1[CH:4]=[C:5]([CH:9]2[CH2:14][CH2:13][N:12]([C:15]([O:17][C:18]([CH3:21])([CH3:20])[CH3:19])=[O:16])[CH2:11][CH2:10]2)[CH:6]=[CH:7][CH:8]=1)=[O:36])[C:30]1[CH:31]=[CH:32][CH:27]=[CH:28][CH:29]=1. The catalyst class is: 20.